The task is: Predict the product of the given reaction.. This data is from Forward reaction prediction with 1.9M reactions from USPTO patents (1976-2016). (1) Given the reactants [N:1]1([C:7]2[CH:13]=[CH:12][CH:11]=[CH:10][C:8]=2[NH2:9])[CH2:6][CH2:5][O:4][CH2:3][CH2:2]1.[N:14]([O-])=O.[Na+].C([O-])(=O)C.[Na+].[C:23]([CH2:26][C:27](=[O:29])[CH3:28])(=[O:25])[CH3:24], predict the reaction product. The product is: [N:1]1([C:7]2[CH:13]=[CH:12][CH:11]=[CH:10][C:8]=2[NH:9][N:14]=[C:26]([C:27](=[O:29])[CH3:28])[C:23](=[O:25])[CH3:24])[CH2:2][CH2:3][O:4][CH2:5][CH2:6]1. (2) Given the reactants [F:1][C:2]1[CH:3]=[C:4]([CH:8]([C:10]2[CH:11]=[N:12][CH:13]=[CH:14][CH:15]=2)[OH:9])[CH:5]=[CH:6][CH:7]=1.CN1C(C(C2C=CC=CN=2)O)=CN=C1, predict the reaction product. The product is: [F:1][C:2]1[CH:3]=[C:4]([C:8]([C:10]2[CH:11]=[N:12][CH:13]=[CH:14][CH:15]=2)=[O:9])[CH:5]=[CH:6][CH:7]=1. (3) Given the reactants C([N:8](CC1C=CC=CC=1)[C:9]1[CH:14]=[C:13]([F:15])[C:12]([NH:16][C:17]2[CH:22]=[CH:21][N:20]=[C:19]3[NH:23][CH:24]=[C:25]([CH3:26])[C:18]=23)=[C:11]([F:27])[CH:10]=1)C1C=CC=CC=1.Cl.[H][H], predict the reaction product. The product is: [F:27][C:11]1[CH:10]=[C:9]([NH2:8])[CH:14]=[C:13]([F:15])[C:12]=1[NH:16][C:17]1[CH:22]=[CH:21][N:20]=[C:19]2[NH:23][CH:24]=[C:25]([CH3:26])[C:18]=12. (4) Given the reactants Br[C:2]1[CH:7]=[CH:6][C:5]([CH:8]2[NH:13][C:12](=[O:14])[N:11]([C:15]3[CH:20]=[CH:19][CH:18]=[C:17]([C:21]([F:24])([F:23])[F:22])[CH:16]=3)[C:10]3[CH2:25][C:26]([CH3:31])([CH3:30])[NH:27][C:28](=[O:29])[C:9]2=3)=[CH:4][CH:3]=1.O.[CH3:33][N:34](C)C=O, predict the reaction product. The product is: [CH3:30][C:26]1([CH3:31])[NH:27][C:28](=[O:29])[C:9]2[CH:8]([C:5]3[CH:6]=[CH:7][C:2]([C:33]#[N:34])=[CH:3][CH:4]=3)[NH:13][C:12](=[O:14])[N:11]([C:15]3[CH:20]=[CH:19][CH:18]=[C:17]([C:21]([F:23])([F:24])[F:22])[CH:16]=3)[C:10]=2[CH2:25]1. (5) Given the reactants [C:1]([NH:4][C:5]1[CH:10]=[C:9]([C:11]2[CH:16]=[CH:15][C:14]([Cl:17])=[C:13]([F:18])[C:12]=2[CH:19]=[O:20])[N:8]=[C:7]([C:21]([O:23][CH3:24])=[O:22])[C:6]=1[Cl:25])(=[O:3])[CH3:2].CO.[BH4-].[Na+].[NH4+].[Cl-], predict the reaction product. The product is: [C:1]([NH:4][C:5]1[CH:10]=[C:9]([C:11]2[CH:16]=[CH:15][C:14]([Cl:17])=[C:13]([F:18])[C:12]=2[CH2:19][OH:20])[N:8]=[C:7]([C:21]([O:23][CH3:24])=[O:22])[C:6]=1[Cl:25])(=[O:3])[CH3:2]. (6) Given the reactants [C:1]1([C:7]2([C:12]3[CH:17]=[CH:16][CH:15]=[CH:14][CH:13]=3)[CH2:11][CH2:10][NH:9][CH2:8]2)[CH:6]=[CH:5][CH:4]=[CH:3][CH:2]=1.[F:18][C:19]1[CH:24]=[CH:23][C:22]([C:25]2([C:35]3[CH:40]=[CH:39][C:38]([F:41])=[CH:37][CH:36]=3)[CH2:29][CH2:28][N:27]([CH2:30][C:31](O)=[O:32])[C:26]2=[O:34])=[CH:21][CH:20]=1.Cl.C(N=C=NCCCN(C)C)C, predict the reaction product. The product is: [C:1]1([C:7]2([C:12]3[CH:17]=[CH:16][CH:15]=[CH:14][CH:13]=3)[CH2:11][CH2:10][N:9]([C:31](=[O:32])[CH2:30][N:27]3[CH2:28][CH2:29][C:25]([C:22]4[CH:23]=[CH:24][C:19]([F:18])=[CH:20][CH:21]=4)([C:35]4[CH:36]=[CH:37][C:38]([F:41])=[CH:39][CH:40]=4)[C:26]3=[O:34])[CH2:8]2)[CH:2]=[CH:3][CH:4]=[CH:5][CH:6]=1.